Dataset: CYP2C19 inhibition data for predicting drug metabolism from PubChem BioAssay. Task: Regression/Classification. Given a drug SMILES string, predict its absorption, distribution, metabolism, or excretion properties. Task type varies by dataset: regression for continuous measurements (e.g., permeability, clearance, half-life) or binary classification for categorical outcomes (e.g., BBB penetration, CYP inhibition). Dataset: cyp2c19_veith. (1) The compound is O=c1c2c(-c3cccs3)csc2[nH]c(=S)n1-c1ccccc1. The result is 1 (inhibitor). (2) The result is 0 (non-inhibitor). The drug is COc1ccc(-c2nc(N)c3ncn([C@H]4O[C@@H](CO)[C@@H](O)[C@@H]4O)c3n2)cc1.